This data is from Peptide-MHC class I binding affinity with 185,985 pairs from IEDB/IMGT. The task is: Regression. Given a peptide amino acid sequence and an MHC pseudo amino acid sequence, predict their binding affinity value. This is MHC class I binding data. (1) The peptide sequence is EISGSSARY. The MHC is HLA-A80:01 with pseudo-sequence HLA-A80:01. The binding affinity (normalized) is 0.0847. (2) The peptide sequence is QHSFMANRM. The MHC is HLA-B38:01 with pseudo-sequence HLA-B38:01. The binding affinity (normalized) is 0.384. (3) The peptide sequence is IIYCYSQV. The MHC is H-2-Db with pseudo-sequence H-2-Db. The binding affinity (normalized) is 0.369. (4) The peptide sequence is RRELSKEKL. The MHC is HLA-A02:11 with pseudo-sequence HLA-A02:11. The binding affinity (normalized) is 0.0847. (5) The peptide sequence is GPAFVRTKL. The MHC is HLA-A02:06 with pseudo-sequence HLA-A02:06. The binding affinity (normalized) is 0.0847. (6) The peptide sequence is DTIAHINTLI. The MHC is HLA-A02:02 with pseudo-sequence HLA-A02:02. The binding affinity (normalized) is 0.348.